Dataset: Reaction yield outcomes from USPTO patents with 853,638 reactions. Task: Predict the reaction yield, written as a fraction of the theoretical maximum amount of product (1.0 means a 100% yield; for example, 0.34 means a 34% yield). (1) The reactants are [N+]([O-])(O)=O.OS(O)(=O)=O.[CH3:10][C:11]1C=C(C=CC=1)C(O)=O.CC1C([N+]([O-])=O)=C(C([N+]([O-])=O)=CC=1)C(O)=O.[CH3:36][C:37]1[C:38]([N+:49]([O-:51])=[O:50])=[CH:39][C:40]([N+:46]([O-:48])=[O:47])=[C:41]([CH:45]=1)[C:42]([OH:44])=[O:43].O=S(Cl)Cl. The catalyst is CCO. The product is [CH2:10]([O:43][C:42](=[O:44])[C:41]1[CH:45]=[C:37]([CH3:36])[C:38]([N+:49]([O-:51])=[O:50])=[CH:39][C:40]=1[N+:46]([O-:48])=[O:47])[CH3:11]. The yield is 0.200. (2) The reactants are [CH2:1]([C:3]1[S:4][C:5]([CH:10]2[CH2:15][CH2:14][O:13][CH2:12][CH2:11]2)=[CH:6][C:7]=1[CH:8]=[O:9])[CH3:2].[CH:16]1([Mg]Br)[CH2:21][CH2:20][CH2:19][CH2:18][CH2:17]1.O1CCCC1.[Cl-].[NH4+]. The catalyst is O1CCCC1. The product is [CH:16]1([CH:8]([C:7]2[CH:6]=[C:5]([CH:10]3[CH2:15][CH2:14][O:13][CH2:12][CH2:11]3)[S:4][C:3]=2[CH2:1][CH3:2])[OH:9])[CH2:21][CH2:20][CH2:19][CH2:18][CH2:17]1. The yield is 0.770. (3) The reactants are [OH-].[Na+].C([NH:11][C:12]([NH:14][C:15]1[C:20]([O:21][C:22]2[CH:27]=[CH:26][C:25]([C:28]#[N:29])=[CH:24][CH:23]=2)=[CH:19][C:18]([Br:30])=[CH:17][N:16]=1)=[S:13])(=O)C1C=CC=CC=1. The catalyst is CO. The product is [Br:30][C:18]1[CH:19]=[C:20]([O:21][C:22]2[CH:27]=[CH:26][C:25]([C:28]#[N:29])=[CH:24][CH:23]=2)[C:15]([NH:14][C:12]([NH2:11])=[S:13])=[N:16][CH:17]=1. The yield is 0.736. (4) The reactants are [CH3:1][O:2][C:3](=[O:25])[CH2:4][C:5]1[CH:10]=[C:9]([Br:11])[C:8]([O:12][C:13]2[CH:18]=[CH:17][C:16]([O:19][CH3:20])=[C:15]([CH:21]([CH3:23])[CH3:22])[CH:14]=2)=[C:7]([Br:24])[CH:6]=1.[C:26](Cl)(=[O:33])[C:27]1[CH:32]=[CH:31][CH:30]=[CH:29][CH:28]=1. The catalyst is C(Cl)Cl.Cl[Ti](Cl)(Cl)Cl. The product is [CH3:1][O:2][C:3](=[O:25])[CH2:4][C:5]1[CH:10]=[C:9]([Br:11])[C:8]([O:12][C:13]2[CH:14]=[C:15]([CH:21]([CH3:23])[CH3:22])[C:16]([O:19][CH3:20])=[CH:17][C:18]=2[C:26](=[O:33])[C:27]2[CH:32]=[CH:31][CH:30]=[CH:29][CH:28]=2)=[C:7]([Br:24])[CH:6]=1. The yield is 0.620. (5) The reactants are [Cl:1][C:2]1[CH:7]=[CH:6][N:5]=[C:4]2[CH:8]=[C:9](I)[O:10][C:3]=12.[CH3:12][O:13][C:14]1[CH:15]=[C:16](B(O)O)[CH:17]=[C:18]([O:22][CH3:23])[C:19]=1[O:20][CH3:21].C1(P(C2CCCCC2)C2C=CC=CC=2C2C(OC)=CC=CC=2OC)CCCCC1.C([O-])([O-])=O.[K+].[K+]. The catalyst is O1CCOCC1.C([O-])(=O)C.[Pd+2].C([O-])(=O)C.O. The product is [Cl:1][C:2]1[CH:7]=[CH:6][N:5]=[C:4]2[CH:8]=[C:9]([C:16]3[CH:17]=[C:18]([O:22][CH3:23])[C:19]([O:20][CH3:21])=[C:14]([O:13][CH3:12])[CH:15]=3)[O:10][C:3]=12. The yield is 0.570. (6) The reactants are [S:1]1[C:5]2[CH:6]=[CH:7][CH:8]=[CH:9][C:4]=2[CH:3]=[C:2]1[C:10]([NH:12][C:13]1[N:21]=[CH:20][CH:19]=[CH:18][C:14]=1[C:15]([NH2:17])=[O:16])=O.[OH-].[Na+]. The catalyst is C(O)C. The product is [S:1]1[C:5]2[CH:6]=[CH:7][CH:8]=[CH:9][C:4]=2[CH:3]=[C:2]1[C:10]1[N:17]=[C:15]([OH:16])[C:14]2[CH:18]=[CH:19][CH:20]=[N:21][C:13]=2[N:12]=1. The yield is 0.570. (7) The reactants are [CH2:1]([O:3][C:4]([C:6]1([NH:11][C:12]([CH:14]2[CH2:18][CH:17]([O:19][Si:20]([C:23]([CH3:26])([CH3:25])[CH3:24])([CH3:22])[CH3:21])[CH2:16][NH:15]2)=[O:13])[CH2:8][CH:7]1[CH:9]=[CH2:10])=[O:5])[CH3:2].[C:27]([O-:30])(O)=O.[Na+].C(Cl)(Cl)=O.[CH2:36]([NH:43][CH2:44][C:45]1[CH:50]=[CH:49][C:48]([O:51][CH3:52])=[CH:47][CH:46]=1)[CH2:37][CH2:38][CH2:39][CH2:40][CH:41]=[CH2:42]. The catalyst is C1COCC1. The product is [CH2:1]([O:3][C:4]([C:6]1([NH:11][C:12]([CH:14]2[CH2:18][CH:17]([O:19][Si:20]([C:23]([CH3:25])([CH3:24])[CH3:26])([CH3:22])[CH3:21])[CH2:16][N:15]2[C:27](=[O:30])[N:43]([CH2:36][CH2:37][CH2:38][CH2:39][CH2:40][CH:41]=[CH2:42])[CH2:44][C:45]2[CH:50]=[CH:49][C:48]([O:51][CH3:52])=[CH:47][CH:46]=2)=[O:13])[CH2:8][CH:7]1[CH:9]=[CH2:10])=[O:5])[CH3:2]. The yield is 0.500.